From a dataset of Forward reaction prediction with 1.9M reactions from USPTO patents (1976-2016). Predict the product of the given reaction. (1) Given the reactants [C:1]([O:5][C:6]([NH:8][C@H:9]([C:23]([O-:25])=[O:24])[CH2:10][C@H:11]([CH2:15][C:16]1[CH:21]=[CH:20][C:19]([OH:22])=[CH:18][CH:17]=1)[C:12]([O-:14])=[O:13])=[O:7])([CH3:4])([CH3:3])[CH3:2].CC1C=CC(S(O[C@H:37]2[CH2:42][O:41][C@@H:40]([C:43]3[CH:48]=[CH:47][CH:46]=[CH:45][CH:44]=3)[O:39][CH2:38]2)(=O)=O)=CC=1.C(=O)([O-])[O-].[K+].[K+], predict the reaction product. The product is: [C:1]([O:5][C:6]([NH:8][C@H:9]([C:23]([O:25][C:11]([CH3:15])([CH3:12])[CH3:10])=[O:24])[CH2:10][C@H:11]([CH2:15][C:16]1[CH:17]=[CH:18][C:19]([O:22][C@@H:37]2[CH2:38][O:39][C@@H:40]([C:43]3[CH:44]=[CH:45][CH:46]=[CH:47][CH:48]=3)[O:41][CH2:42]2)=[CH:20][CH:21]=1)[C:12]([O:14][C:1]([CH3:4])([CH3:3])[CH3:2])=[O:13])=[O:7])([CH3:4])([CH3:2])[CH3:3]. (2) Given the reactants [Cl:1][C:2]1[CH:3]=[N+:4]([O-:40])[CH:5]=[C:6]([Cl:39])[C:7]=1[CH2:8][C@@H:9]([C:24]1[CH:29]=[CH:28][C:27]([O:30][CH:31]([F:33])[F:32])=[C:26]([O:34][CH2:35][CH:36]2[CH2:38][CH2:37]2)[CH:25]=1)[O:10][C:11](=[O:23])[NH:12][CH2:13][C:14]1[CH:19]=[CH:18][C:17]([N+:20]([O-])=O)=[CH:16][CH:15]=1.CCOC(C)=O, predict the reaction product. The product is: [NH2:20][C:17]1[CH:16]=[CH:15][C:14]([CH2:13][NH:12][C:11]([O:10][C@H:9]([C:24]2[CH:29]=[CH:28][C:27]([O:30][CH:31]([F:32])[F:33])=[C:26]([O:34][CH2:35][CH:36]3[CH2:38][CH2:37]3)[CH:25]=2)[CH2:8][C:7]2[C:2]([Cl:1])=[CH:3][N+:4]([O-:40])=[CH:5][C:6]=2[Cl:39])=[O:23])=[CH:19][CH:18]=1. (3) The product is: [CH3:1][C:2]1[C:10]2[C:9](=[O:11])[N:8]([CH2:12][CH2:13][N:14]3[CH2:18][CH2:17][CH2:16][C:15]3=[O:19])[CH:7]=[N:6][C:5]=2[S:4][C:3]=1[C:20]([OH:22])=[O:21]. Given the reactants [CH3:1][C:2]1[C:10]2[C:9](=[O:11])[N:8]([CH2:12][CH2:13][N:14]3[CH2:18][CH2:17][CH2:16][C:15]3=[O:19])[CH:7]=[N:6][C:5]=2[S:4][C:3]=1[C:20]([O:22]C)=[O:21].O[Li].O, predict the reaction product. (4) Given the reactants [F:1][C:2]([F:16])([F:15])[C:3]1[C:4]([N:9]2[CH2:14][CH2:13][NH:12][CH2:11][CH2:10]2)=[N:5][CH:6]=[CH:7][CH:8]=1.C(OC([NH:27][C:28](=[N:31]C(OCC1C=CC=CC=1)=O)SC)=O)C1C=CC=CC=1.C(N(CC)CC)C, predict the reaction product. The product is: [F:16][C:2]([F:1])([F:15])[C:3]1[C:4]([N:9]2[CH2:10][CH2:11][N:12]([C:28]([NH2:31])=[NH:27])[CH2:13][CH2:14]2)=[N:5][CH:6]=[CH:7][CH:8]=1.